This data is from Reaction yield outcomes from USPTO patents with 853,638 reactions. The task is: Predict the reaction yield, written as a fraction of the theoretical maximum amount of product (1.0 means a 100% yield; for example, 0.34 means a 34% yield). (1) The reactants are [F:1][C:2]1[CH:7]=[CH:6][C:5]([C:8]2[N:12]([S:13]([C:16]3[CH:21]=[CH:20][C:19]([CH3:22])=[CH:18][CH:17]=3)(=[O:15])=[O:14])[CH:11]=[C:10]([CH:23]=O)[CH:9]=2)=[CH:4][CH:3]=1.[Cl-].C[NH3+].[C:28]([BH3-])#[N:29].[Na+]. The catalyst is CO. The product is [F:1][C:2]1[CH:7]=[CH:6][C:5]([C:8]2[N:12]([S:13]([C:16]3[CH:21]=[CH:20][C:19]([CH3:22])=[CH:18][CH:17]=3)(=[O:15])=[O:14])[CH:11]=[C:10]([CH2:23][NH:29][CH3:28])[CH:9]=2)=[CH:4][CH:3]=1. The yield is 0.820. (2) The reactants are [NH2:1][CH2:2][CH2:3][O:4][C:5]1[CH:10]=[CH:9][C:8]([NH:11][C:12](=[O:21])[C:13]2[CH:18]=[CH:17][CH:16]=[C:15]([O:19][CH3:20])[CH:14]=2)=[CH:7][C:6]=1[C:22]1[N:26]([CH3:27])[N:25]=[CH:24][CH:23]=1.C(N(CC)C(C)C)(C)C.Cl[C:38]([O:40][CH2:41][CH2:42][Cl:43])=[O:39]. No catalyst specified. The product is [Cl:43][CH2:42][CH2:41][O:40][C:38](=[O:39])[NH:1][CH2:2][CH2:3][O:4][C:5]1[CH:10]=[CH:9][C:8]([NH:11][C:12](=[O:21])[C:13]2[CH:18]=[CH:17][CH:16]=[C:15]([O:19][CH3:20])[CH:14]=2)=[CH:7][C:6]=1[C:22]1[N:26]([CH3:27])[N:25]=[CH:24][CH:23]=1. The yield is 0.380. (3) The reactants are [CH3:1][C:2]1[CH:3]=[C:4]([OH:17])[CH:5]=[CH:6][C:7]=1[CH2:8][CH2:9][CH2:10][CH2:11][N:12]1[CH:16]=[CH:15][N:14]=[N:13]1.[H-].[Na+].Cl[CH2:21][C:22]1[CH:23]=[N:24][CH:25]=[C:26]([C:28]2[CH:33]=[CH:32][C:31]([O:34][C:35]([F:38])([F:37])[F:36])=[CH:30][CH:29]=2)[CH:27]=1.O. The catalyst is CN(C)C=O. The product is [CH3:1][C:2]1[CH:3]=[C:4]([CH:5]=[CH:6][C:7]=1[CH2:8][CH2:9][CH2:10][CH2:11][N:12]1[CH:16]=[CH:15][N:14]=[N:13]1)[O:17][CH2:21][C:22]1[CH:23]=[N:24][CH:25]=[C:26]([C:28]2[CH:29]=[CH:30][C:31]([O:34][C:35]([F:38])([F:36])[F:37])=[CH:32][CH:33]=2)[CH:27]=1. The yield is 0.720. (4) The reactants are [F:1][C:2]1[CH:11]=[CH:10][C:9]([C:12]([NH2:14])=[O:13])=[C:8]2[C:3]=1[CH2:4][CH:5]([NH:15][CH2:16][CH2:17][CH2:18][C:19]1[C:27]3[C:22](=[CH:23][CH:24]=[C:25]([F:28])[CH:26]=3)[NH:21][CH:20]=1)[CH2:6][O:7]2.[CH:29](=O)[CH2:30][CH3:31].C(O)(=O)C.C([BH3-])#N.[Na+]. The catalyst is CO.CCOC(C)=O.CO. The product is [F:1][C:2]1[CH:11]=[CH:10][C:9]([C:12]([NH2:14])=[O:13])=[C:8]2[C:3]=1[CH2:4][CH:5]([N:15]([CH2:16][CH2:17][CH2:18][C:19]1[C:27]3[C:22](=[CH:23][CH:24]=[C:25]([F:28])[CH:26]=3)[NH:21][CH:20]=1)[CH2:29][CH2:30][CH3:31])[CH2:6][O:7]2. The yield is 0.850. (5) The reactants are C([O:3][C:4]([C:6]1([NH:15][C:16](=[O:27])[C:17]2[CH:22]=[CH:21][CH:20]=[CH:19][C:18]=2[S:23][CH:24]([CH3:26])[CH3:25])[CH2:14][C:13]2[C:8](=[CH:9][CH:10]=[CH:11][CH:12]=2)[CH2:7]1)=[O:5])C.O1CCOCC1.CO.O. The catalyst is CC(O)C.C(Cl)Cl. The product is [CH:24]([S:23][C:18]1[CH:19]=[CH:20][CH:21]=[CH:22][C:17]=1[C:16]([NH:15][C:6]1([C:4]([OH:5])=[O:3])[CH2:14][C:13]2[C:8](=[CH:9][CH:10]=[CH:11][CH:12]=2)[CH2:7]1)=[O:27])([CH3:26])[CH3:25]. The yield is 0.930. (6) The reactants are [Cl:1][C:2]1[N:3]=[C:4]([Cl:11])[C:5]2[NH:10][CH:9]=[CH:8][C:6]=2[N:7]=1.[CH3:12]OS(C)(=O)=O.C(=O)([O-])[O-].[Cs+].[Cs+]. The catalyst is CN(C)C=O.C(OCC)(=O)C. The product is [Cl:1][C:2]1[N:3]=[C:4]([Cl:11])[C:5]2[N:10]([CH3:12])[CH:9]=[CH:8][C:6]=2[N:7]=1. The yield is 0.871. (7) The reactants are [NH:1]1[CH2:12][CH2:11][NH:10][CH2:9][CH2:8][NH:7][CH2:6][CH2:5][NH:4][CH2:3][CH2:2]1.Br[CH2:14][C:15]([O:17][C:18]([CH3:21])([CH3:20])[CH3:19])=[O:16]. The catalyst is C(Cl)(Cl)Cl. The product is [C:18]([O:17][C:15]([CH2:14][N:1]1[CH2:12][CH2:11][NH:10][CH2:9][CH2:8][N:7]([CH2:14][C:15]([O:17][C:18]([CH3:21])([CH3:20])[CH3:19])=[O:16])[CH2:6][CH2:5][N:4]([CH2:14][C:15]([O:17][C:18]([CH3:21])([CH3:20])[CH3:19])=[O:16])[CH2:3][CH2:2]1)=[O:16])([CH3:21])([CH3:20])[CH3:19]. The yield is 0.450. (8) The reactants are [C:1]([O:5][C:6](=[O:28])[NH:7][CH:8]([CH2:18][O:19][CH2:20][CH:21]1[CH2:25][O:24][C:23]([CH3:27])([CH3:26])[O:22]1)[CH2:9][O:10][CH2:11][C:12]1[CH:17]=[CH:16][CH:15]=[CH:14][CH:13]=1)([CH3:4])([CH3:3])[CH3:2].[H-].[Na+].[CH3:31]I. The catalyst is CN(C=O)C. The product is [C:1]([O:5][C:6](=[O:28])[N:7]([CH:8]([CH2:18][O:19][CH2:20][CH:21]1[CH2:25][O:24][C:23]([CH3:27])([CH3:26])[O:22]1)[CH2:9][O:10][CH2:11][C:12]1[CH:13]=[CH:14][CH:15]=[CH:16][CH:17]=1)[CH3:31])([CH3:4])([CH3:2])[CH3:3]. The yield is 0.960. (9) The reactants are [F:1][C:2]1[CH:3]=[CH:4][C:5]([CH3:36])=[C:6]([CH:35]=1)[O:7][CH2:8][C:9]1[C:10]([C:23]2[CH:28]=[CH:27][C:26]([O:29]COC)=[CH:25][C:24]=2[O:33][CH3:34])=[CH:11][CH:12]=[C:13]2[C:18]=1[N:17]([CH3:19])[C:16](=[O:20])[C:15]([CH3:22])([CH3:21])[NH:14]2.Cl.O1CCOCC1. The catalyst is O1CCOCC1.CO.C(OCC)(=O)C. The product is [F:1][C:2]1[CH:3]=[CH:4][C:5]([CH3:36])=[C:6]([CH:35]=1)[O:7][CH2:8][C:9]1[C:10]([C:23]2[CH:28]=[CH:27][C:26]([OH:29])=[CH:25][C:24]=2[O:33][CH3:34])=[CH:11][CH:12]=[C:13]2[C:18]=1[N:17]([CH3:19])[C:16](=[O:20])[C:15]([CH3:22])([CH3:21])[NH:14]2. The yield is 0.970. (10) The reactants are Cl[C:2]1[C:7]([N:8]2[CH2:13][CH2:12][NH:11][CH2:10][C@H:9]2[CH3:14])=[N:6][CH:5]=[CH:4][N:3]=1.[CH3:15][N:16]([CH3:30])[CH2:17][CH2:18][CH2:19][C:20]1[C:25]([O:26][CH2:27][CH2:28][OH:29])=[CH:24][CH:23]=[CH:22][N:21]=1. No catalyst specified. The product is [CH3:30][N:16]([CH3:15])[CH2:17][CH2:18][CH2:19][C:20]1[C:25]([O:26][CH2:27][CH2:28][O:29][C:2]2[C:7]([N:8]3[CH2:13][CH2:12][NH:11][CH2:10][C@H:9]3[CH3:14])=[N:6][CH:5]=[CH:4][N:3]=2)=[CH:24][CH:23]=[CH:22][N:21]=1. The yield is 0.580.